Dataset: hERG potassium channel inhibition data for cardiac toxicity prediction from Karim et al.. Task: Regression/Classification. Given a drug SMILES string, predict its toxicity properties. Task type varies by dataset: regression for continuous values (e.g., LD50, hERG inhibition percentage) or binary classification for toxic/non-toxic outcomes (e.g., AMES mutagenicity, cardiotoxicity, hepatotoxicity). Dataset: herg_karim. The molecule is CN1C2CCCC1CC(NC(=O)c1cccc3oc(N4CCOCC4)nc13)C2. The result is 1 (blocker).